From a dataset of Peptide-MHC class II binding affinity with 134,281 pairs from IEDB. Regression. Given a peptide amino acid sequence and an MHC pseudo amino acid sequence, predict their binding affinity value. This is MHC class II binding data. (1) The peptide sequence is ALEDDLLNRNNSFKP. The MHC is HLA-DPA10201-DPB10101 with pseudo-sequence HLA-DPA10201-DPB10101. The binding affinity (normalized) is 0.314. (2) The peptide sequence is NLYKLHGGHVSCRVK. The MHC is DRB1_1101 with pseudo-sequence DRB1_1101. The binding affinity (normalized) is 0.744. (3) The peptide sequence is IELQIVDKIDAAFKI. The MHC is DRB4_0101 with pseudo-sequence DRB4_0103. The binding affinity (normalized) is 0.598. (4) The peptide sequence is ELYYAIHKASTVLAF. The MHC is DRB1_1501 with pseudo-sequence DRB1_1501. The binding affinity (normalized) is 0.526. (5) The peptide sequence is KKLIPSWASVKEDLV. The MHC is HLA-DQA10102-DQB10501 with pseudo-sequence HLA-DQA10102-DQB10501. The binding affinity (normalized) is 0.549. (6) The peptide sequence is YTIDCDGSILGAAVND. The MHC is HLA-DQA10501-DQB10402 with pseudo-sequence HLA-DQA10501-DQB10402. The binding affinity (normalized) is 0.367. (7) The peptide sequence is IVQTLNAMPEYQNLL. The MHC is HLA-DQA10501-DQB10301 with pseudo-sequence HLA-DQA10501-DQB10301. The binding affinity (normalized) is 0. (8) The peptide sequence is EHGSDEWVAMTKGEGGVWTF. The MHC is HLA-DQA10501-DQB10201 with pseudo-sequence HLA-DQA10501-DQB10201. The binding affinity (normalized) is 0.378.